Dataset: Catalyst prediction with 721,799 reactions and 888 catalyst types from USPTO. Task: Predict which catalyst facilitates the given reaction. (1) Reactant: [CH3:1][N:2]1[C:11]2[C:6](=[CH:7][CH:8]=[CH:9][N:10]=2)[CH:5]=[C:4]([C:12]([O:14][CH3:15])=[O:13])[C:3]1=[O:16].[Br:17]N1C(=O)CCC1=O.O. Product: [Br:17][CH2:1][N:2]1[C:11]2[C:6](=[CH:7][CH:8]=[CH:9][N:10]=2)[CH:5]=[C:4]([C:12]([O:14][CH3:15])=[O:13])[C:3]1=[O:16]. The catalyst class is: 53. (2) Reactant: C(OC([NH:8][CH2:9][C:10]([N:12]([CH2:14][C:15]1[CH:16]=[C:17]([C:21]2[CH:22]=[N:23][C:24]([N:27]3[CH2:32][CH2:31][N:30]([C:33]4[N:38]=[CH:37][C:36]([CH2:39][CH2:40][C:41]([O:43]CC)=[O:42])=[CH:35][C:34]=4[CH2:46][OH:47])[CH2:29][CH2:28]3)=[N:25][CH:26]=2)[CH:18]=[CH:19][CH:20]=1)[CH3:13])=[O:11])=O)(C)(C)C.[OH-].[Na+].[ClH:50]. Product: [ClH:50].[ClH:50].[NH2:8][CH2:9][C:10]([N:12]([CH2:14][C:15]1[CH:16]=[C:17]([C:21]2[CH:22]=[N:23][C:24]([N:27]3[CH2:28][CH2:29][N:30]([C:33]4[N:38]=[CH:37][C:36]([CH2:39][CH2:40][C:41]([OH:43])=[O:42])=[CH:35][C:34]=4[CH2:46][OH:47])[CH2:31][CH2:32]3)=[N:25][CH:26]=2)[CH:18]=[CH:19][CH:20]=1)[CH3:13])=[O:11]. The catalyst class is: 301. (3) Reactant: [CH2:1]([N:8]1[CH2:13][CH2:12][NH:11][CH2:10][CH2:9]1)[C:2]1[CH:7]=[CH:6][CH:5]=[CH:4][CH:3]=1.CN1C(=O)CCC1.[NH2:21][C:22]1[N:23]=[C:24]([C:43]2[CH:48]=[CH:47][CH:46]=[CH:45][CH:44]=2)[C:25]2[C:34](=[O:35])[C:33]3[C:28](=[C:29]([C:36]4[CH:37]=[N:38][C:39](F)=[CH:40][CH:41]=4)[CH:30]=[CH:31][CH:32]=3)[C:26]=2[N:27]=1. Product: [NH2:21][C:22]1[N:23]=[C:24]([C:43]2[CH:48]=[CH:47][CH:46]=[CH:45][CH:44]=2)[C:25]2[C:34](=[O:35])[C:33]3[C:28](=[C:29]([C:36]4[CH:37]=[N:38][C:39]([N:11]5[CH2:12][CH2:13][N:8]([CH2:1][C:2]6[CH:3]=[CH:4][CH:5]=[CH:6][CH:7]=6)[CH2:9][CH2:10]5)=[CH:40][CH:41]=4)[CH:30]=[CH:31][CH:32]=3)[C:26]=2[N:27]=1. The catalyst class is: 49. (4) Reactant: [Cl:1][C:2]1[CH:3]=[C:4]([C@@H:8]2[C@@H:13]([C:14]3[CH:19]=[CH:18][C:17]([Cl:20])=[CH:16][CH:15]=3)[N:12]([CH2:21][CH:22]3[CH2:24][CH2:23]3)[C:11](=[O:25])[C@@H:10]([CH2:26][C:27](OC)=[O:28])[CH2:9]2)[CH:5]=[CH:6][CH:7]=1.O.[NH2:32][NH2:33]. Product: [Cl:1][C:2]1[CH:3]=[C:4]([C@@H:8]2[C@@H:13]([C:14]3[CH:15]=[CH:16][C:17]([Cl:20])=[CH:18][CH:19]=3)[N:12]([CH2:21][CH:22]3[CH2:24][CH2:23]3)[C:11](=[O:25])[C@@H:10]([CH2:26][C:27]([NH:32][NH2:33])=[O:28])[CH2:9]2)[CH:5]=[CH:6][CH:7]=1. The catalyst class is: 14. (5) Reactant: [O:1]=[C:2]1[CH2:7][CH2:6][CH:5]([CH2:8][C:9]([O:11][CH3:12])=[O:10])[CH2:4][CH2:3]1.CCN(C(C)C)C(C)C.[F:22][C:23]([F:36])([F:35])[S:24](O[S:24]([C:23]([F:36])([F:35])[F:22])(=[O:26])=[O:25])(=[O:26])=[O:25]. Product: [F:22][C:23]([F:36])([F:35])[S:24]([O:1][C:2]1[CH2:7][CH2:6][CH:5]([CH2:8][C:9]([O:11][CH3:12])=[O:10])[CH2:4][CH:3]=1)(=[O:26])=[O:25]. The catalyst class is: 260. (6) Reactant: [CH2:1](Br)[C:2]#[CH:3].[NH2:5][C:6]1[C:15]2[N:16]=[C:17]([CH2:28][O:29][CH2:30][CH3:31])[N:18]([CH2:19][C:20]([NH:23][S:24]([CH3:27])(=[O:26])=[O:25])([CH3:22])[CH3:21])[C:14]=2[C:13]2[CH:12]=[CH:11][C:10]([OH:32])=[CH:9][C:8]=2[N:7]=1.C(=O)([O-])[O-].[Cs+].[Cs+].O. Product: [NH2:5][C:6]1[C:15]2[N:16]=[C:17]([CH2:28][O:29][CH2:30][CH3:31])[N:18]([CH2:19][C:20]([NH:23][S:24]([CH3:27])(=[O:26])=[O:25])([CH3:22])[CH3:21])[C:14]=2[C:13]2[CH:12]=[CH:11][C:10]([O:32][CH2:3][C:2]#[CH:1])=[CH:9][C:8]=2[N:7]=1. The catalyst class is: 174.